This data is from Experimentally validated miRNA-target interactions with 360,000+ pairs, plus equal number of negative samples. The task is: Binary Classification. Given a miRNA mature sequence and a target amino acid sequence, predict their likelihood of interaction. (1) The miRNA is mmu-miR-467c-3p with sequence AUAUACAUACACACACCUAUAC. The protein sequence of the target gene is MAAAAVVVPAEWIKNWEKSGRGEFLHLCRILSENKSHDSSTYRDFQQALYELSYHVIKGNLKHEQASSVLNDISEFREDMPSILADVFCILDIETNCLEEKSKRDYFTQLVLACLYLVSDTVLKERLDPETLESLGLIKQSQQFNQKSVKIKTKLFYKQQKFNLLREENEGYAKLIAELGQDLSGNITSDLILENIKSLIGCFNLDPNRVLDVILEVFECRPEHDDFFISLLESYMSMCEPQTLCHILGFKFKFYQEPSGETPSSLYRVAAVLLQFNLIDLDDLYVHLLPADNCIMDEYK.... Result: 0 (no interaction). (2) Result: 0 (no interaction). The protein sequence of the target gene is MCSRVPLLLPLLLLLALGPGVQGCPSGCQCSQPQTVFCTARQGTTVPRDVPPDTVGLYVFENGITMLDAGSFAGLPGLQLLDLSQNQIASLPSGVFQPLANLSNLDLTANRLHEITNETFRGLRRLERLYLGKNRIRHIQPGAFDTLDRLLELKLQDNELRALPPLRLPRLLLLDLSHNSLLALEPGILDTANVEALRLAGLGLQQLDEGLFSRLRNLHDLDVSDNQLERVPPVIRGLRGLTRLRLAGNTRIAQLRPEDLAGLAALQELDVSNLSLQALPGDLSGLFPRLRLLAAARNPF.... The miRNA is hsa-miR-4666b with sequence UUGCAUGUCAGAUUGUAAUUCCC.